From a dataset of Full USPTO retrosynthesis dataset with 1.9M reactions from patents (1976-2016). Predict the reactants needed to synthesize the given product. (1) The reactants are: Cl.[NH2:2][C:3]1[N:4]=[C:5]2[CH:10]=[CH:9][C:8]([O:11][C:12]3[CH:13]=[CH:14][C:15]([CH3:28])=[C:16]([NH:18][C:19]([C:21]4[N:25]([CH3:26])[N:24]=[C:23]([CH3:27])[CH:22]=4)=[O:20])[CH:17]=3)=[N:7][N:6]2[CH:29]=1.[CH2:30]([N:32]=[C:33]=[O:34])[CH3:31].C(OCC)(=O)C.O1CCCC1.O. Given the product [CH2:30]([NH:32][C:33]([NH:2][C:3]1[N:4]=[C:5]2[CH:10]=[CH:9][C:8]([O:11][C:12]3[CH:13]=[CH:14][C:15]([CH3:28])=[C:16]([NH:18][C:19]([C:21]4[N:25]([CH3:26])[N:24]=[C:23]([CH3:27])[CH:22]=4)=[O:20])[CH:17]=3)=[N:7][N:6]2[CH:29]=1)=[O:34])[CH3:31], predict the reactants needed to synthesize it. (2) Given the product [C:24]([O:28][C:29]([NH:31][C@H:32]([CH2:37][C:38]1[CH:43]=[C:42]([F:44])[C:41]([F:45])=[CH:40][C:39]=1[F:46])[CH2:33][C:34]([N:6]1[CH2:7][CH2:8][C:9]2[C:10](=[N:11][CH:12]=[CH:13][N:14]=2)[CH:5]1[CH2:3][CH3:4])=[O:35])=[O:30])([CH3:27])([CH3:25])[CH3:26], predict the reactants needed to synthesize it. The reactants are: Cl.Cl.[CH2:3]([CH:5]1[C:10]2=[N:11][CH:12]=[CH:13][N:14]=[C:9]2[CH2:8][CH2:7][NH:6]1)[CH3:4].C(N(CC)C(C)C)(C)C.[C:24]([O:28][C:29]([NH:31][C@H:32]([CH2:37][C:38]1[CH:43]=[C:42]([F:44])[C:41]([F:45])=[CH:40][C:39]=1[F:46])[CH2:33][C:34](O)=[O:35])=[O:30])([CH3:27])([CH3:26])[CH3:25].ON1C2C=CC=CC=2N=N1.Cl.CN(C)CCCN=C=NCC. (3) Given the product [F:7][C:8]([F:16])([F:17])[C:9]1[CH:10]=[C:11]([CH:12]=[CH:13][CH:14]=1)[O:15][C:19]1[CH:26]=[CH:25][C:22]([CH:23]=[O:24])=[CH:21][CH:20]=1, predict the reactants needed to synthesize it. The reactants are: C([O-])([O-])=O.[K+].[K+].[F:7][C:8]([F:17])([F:16])[C:9]1[CH:10]=[C:11]([OH:15])[CH:12]=[CH:13][CH:14]=1.F[C:19]1[CH:26]=[CH:25][C:22]([CH:23]=[O:24])=[CH:21][CH:20]=1. (4) Given the product [CH3:28][O:29][C:30](=[O:45])[C@@H:31]([NH:44][C:70](=[O:53])[CH2:71][NH:72][C:11]([C:9]1[CH:8]=[CH:7][C:6]2[N:2]([CH3:1])[C:3]([NH:14][C:15]3[S:16][C:17]4[CH:23]=[C:22]([C:24]([F:27])([F:25])[F:26])[CH:21]=[CH:20][C:18]=4[N:19]=3)=[N:4][C:5]=2[CH:10]=1)=[O:13])[CH2:32][CH2:33][CH2:34][CH2:35][NH:36][C:37]([O:39][C:40]([CH3:41])([CH3:42])[CH3:43])=[O:38], predict the reactants needed to synthesize it. The reactants are: [CH3:1][N:2]1[C:6]2[CH:7]=[CH:8][C:9]([C:11]([OH:13])=O)=[CH:10][C:5]=2[N:4]=[C:3]1[NH:14][C:15]1[S:16][C:17]2[CH:23]=[C:22]([C:24]([F:27])([F:26])[F:25])[CH:21]=[CH:20][C:18]=2[N:19]=1.[CH3:28][O:29][C:30](=[O:45])[C@@H:31]([NH2:44])[CH2:32][CH2:33][CH2:34][CH2:35][NH:36][C:37]([O:39][C:40]([CH3:43])([CH3:42])[CH3:41])=[O:38].CN(C([O:53]N1N=NC2C=CC=CC1=2)=[N+](C)C)C.F[P-](F)(F)(F)(F)F.[CH3:70][CH2:71][N:72](C(C)C)C(C)C. (5) Given the product [CH3:1][O:2][CH2:3][CH:4]([CH3:35])[O:5][C:6]1[CH:7]=[C:8]([O:24][C:25]2[CH:30]=[CH:29][C:28]([S:31]([CH3:34])(=[O:32])=[O:33])=[CH:27][CH:26]=2)[CH:9]=[C:10]2[C:14]=1[NH:13][C:12]([C:15]1[S:16][CH:17]([CH2:20][C:21]([NH2:39])=[O:22])[CH2:18][N:19]=1)=[CH:11]2, predict the reactants needed to synthesize it. The reactants are: [CH3:1][O:2][CH2:3][CH:4]([CH3:35])[O:5][C:6]1[CH:7]=[C:8]([O:24][C:25]2[CH:30]=[CH:29][C:28]([S:31]([CH3:34])(=[O:33])=[O:32])=[CH:27][CH:26]=2)[CH:9]=[C:10]2[C:14]=1[NH:13][C:12]([C:15]1[S:16][CH:17]([CH2:20][C:21](O)=[O:22])[CH2:18][N:19]=1)=[CH:11]2.Cl.C([N:39]=C=NCCCN(C)C)C.[NH4+].ON1C2C=CC=CC=2N=N1.